Task: Predict which catalyst facilitates the given reaction.. Dataset: Catalyst prediction with 721,799 reactions and 888 catalyst types from USPTO (1) Reactant: [C:1]([O:5][C:6]([NH:8][C@H:9]([C:18]([OH:20])=[O:19])[CH2:10][C:11]1[CH:16]=[CH:15][C:14]([OH:17])=[CH:13][CH:12]=1)=[O:7])([CH3:4])([CH3:3])[CH3:2].[H-].[Na+].S([CH:33](O)[CH2:34][Cl:35])(C1C=CC(C)=CC=1)(=O)=O. Product: [C:1]([O:5][C:6]([NH:8][C@H:9]([C:18]([OH:20])=[O:19])[CH2:10][C:11]1[CH:12]=[CH:13][C:14]([O:17][CH2:33][CH2:34][Cl:35])=[CH:15][CH:16]=1)=[O:7])([CH3:4])([CH3:2])[CH3:3]. The catalyst class is: 18. (2) Reactant: [NH2:1][C:2]1[CH:3]=[CH:4][C:5]([O:12][C:13]2[CH:14]=[N:15][CH:16]=[C:17]([Cl:19])[CH:18]=2)=[C:6]([C:8](=[O:11])[CH2:9][CH3:10])[CH:7]=1.[CH3:20][O:21][C:22]1[CH:23]=[C:24]([N:30]=[C:31]=[O:32])[CH:25]=[CH:26][C:27]=1[O:28][CH3:29]. Product: [Cl:19][C:17]1[CH:18]=[C:13]([O:12][C:5]2[CH:4]=[CH:3][C:2]([NH:1][C:31]([NH:30][C:24]3[CH:25]=[CH:26][C:27]([O:28][CH3:29])=[C:22]([O:21][CH3:20])[CH:23]=3)=[O:32])=[CH:7][C:6]=2[C:8](=[O:11])[CH2:9][CH3:10])[CH:14]=[N:15][CH:16]=1. The catalyst class is: 1. (3) Reactant: [CH3:1][C:2]1[CH:7]=[C:6]([CH3:8])[CH:5]=[C:4]([CH3:9])[C:3]=1[N:10]=[C:11]=[O:12].[NH2:13][C:14]1[CH:15]=[C:16]([C:35]2[CH:40]=[CH:39][C:38]([O:41][CH3:42])=[C:37]([F:43])[CH:36]=2)[CH:17]=[CH:18][C:19]=1[C:20]([NH:22][C:23]1([C:31]([O:33][CH3:34])=[O:32])[CH2:30][CH2:29][CH2:28][CH2:27][CH2:26][CH2:25][CH2:24]1)=[O:21].CCCCCC.C(OCC)(=O)C. Product: [F:43][C:37]1[CH:36]=[C:35]([C:16]2[CH:17]=[CH:18][C:19]([C:20]([NH:22][C:23]3([C:31]([O:33][CH3:34])=[O:32])[CH2:30][CH2:29][CH2:28][CH2:27][CH2:26][CH2:25][CH2:24]3)=[O:21])=[C:14]([NH:13][C:11]([NH:10][C:3]3[C:2]([CH3:1])=[CH:7][C:6]([CH3:8])=[CH:5][C:4]=3[CH3:9])=[O:12])[CH:15]=2)[CH:40]=[CH:39][C:38]=1[O:41][CH3:42]. The catalyst class is: 17. (4) Reactant: [Br:1][CH2:2][CH2:3][O:4][C:5]1[CH:10]=[C:9]([O:11][CH3:12])[C:8]([Cl:13])=[CH:7][C:6]=1[N+:14]([O-])=O.Cl[Sn]Cl. Product: [Br:1][CH2:2][CH2:3][O:4][C:5]1[CH:10]=[C:9]([O:11][CH3:12])[C:8]([Cl:13])=[CH:7][C:6]=1[NH2:14]. The catalyst class is: 8. (5) Reactant: [Cl:1][C:2]1[S:6][C:5]([C:7]([OH:9])=O)=[CH:4][CH:3]=1.C(Cl)(=O)C([Cl:13])=O. Product: [Cl:1][C:2]1[S:6][C:5]([C:7]([Cl:13])=[O:9])=[CH:4][CH:3]=1. The catalyst class is: 329. (6) Reactant: [CH3:1][O:2][C:3]1[N:8]=[C:7]([S:9]([CH3:12])(=[O:11])=[O:10])[N:6]=[C:5]([C:13]2[CH:22]=[CH:21][C:16]3[NH:17][C:18]([NH2:20])=[N:19][C:15]=3[CH:14]=2)[CH:4]=1.[S:23]1[CH:27]=[CH:26][CH:25]=[C:24]1[C:28](O)=[O:29].CN(C(ON1N=NC2C=CC=CC1=2)=[N+](C)C)C.F[P-](F)(F)(F)(F)F.C1C=CC2N(O)N=NC=2C=1. Product: [CH3:1][O:2][C:3]1[N:8]=[C:7]([S:9]([CH3:12])(=[O:11])=[O:10])[N:6]=[C:5]([C:13]2[CH:22]=[CH:21][C:16]3[NH:17][C:18]([NH:20][C:28]([C:24]4[S:23][CH:27]=[CH:26][CH:25]=4)=[O:29])=[N:19][C:15]=3[CH:14]=2)[CH:4]=1. The catalyst class is: 851. (7) Reactant: [CH3:1][O:2][C:3]1[CH:8]=[CH:7][CH:6]=[CH:5][C:4]=1[C:9](=O)[CH2:10][S:11][C:12]1[CH:20]=[CH:19][C:15]([C:16]([OH:18])=[O:17])=[CH:14][CH:13]=1. Product: [CH3:1][O:2][C:3]1[CH:8]=[CH:7][CH:6]=[CH:5][C:4]=1[C:9]1[C:13]2[CH:14]=[C:15]([C:16]([OH:18])=[O:17])[CH:19]=[CH:20][C:12]=2[S:11][CH:10]=1. The catalyst class is: 11.